This data is from Forward reaction prediction with 1.9M reactions from USPTO patents (1976-2016). The task is: Predict the product of the given reaction. Given the reactants [Cl:1][C:2]1[CH:7]=[C:6]([C:8]2[N:12]=[C:11]([C:13]3[S:14][C:15]([C:24]([F:27])([F:26])[F:25])=[C:16]([C:18]4[CH:23]=[CH:22][CH:21]=[CH:20][CH:19]=4)[CH:17]=3)[O:10][N:9]=2)[CH:5]=[CH:4][C:3]=1[CH2:28][N:29]1[CH:33]=[CH:32][C:31]([C:34]([O:36]CC)=[O:35])=[N:30]1.[OH-].[Na+:40], predict the reaction product. The product is: [Na+:40].[Cl:1][C:2]1[CH:7]=[C:6]([C:8]2[N:12]=[C:11]([C:13]3[S:14][C:15]([C:24]([F:26])([F:25])[F:27])=[C:16]([C:18]4[CH:19]=[CH:20][CH:21]=[CH:22][CH:23]=4)[CH:17]=3)[O:10][N:9]=2)[CH:5]=[CH:4][C:3]=1[CH2:28][N:29]1[CH:33]=[CH:32][C:31]([C:34]([O-:36])=[O:35])=[N:30]1.